Dataset: Catalyst prediction with 721,799 reactions and 888 catalyst types from USPTO. Task: Predict which catalyst facilitates the given reaction. (1) Reactant: CN(C=O)C.[CH:6]1([NH:11][C:12]2[N:13]=[C:14]([NH:30][CH2:31][CH:32]3[CH2:37][CH2:36][O:35][CH2:34][CH2:33]3)[C:15]3[O:20][N:19]=[C:18]([C:21]4[CH:29]=[CH:28][C:24]([C:25]([OH:27])=O)=[CH:23][CH:22]=4)[C:16]=3[N:17]=2)[CH2:10][CH2:9][CH2:8][CH2:7]1.[CH:38]1([NH2:41])[CH2:40][CH2:39]1.CN(C(ON1N=NC2C=CC=NC1=2)=[N+](C)C)C.F[P-](F)(F)(F)(F)F. Product: [CH:6]1([NH:11][C:12]2[N:13]=[C:14]([NH:30][CH2:31][CH:32]3[CH2:37][CH2:36][O:35][CH2:34][CH2:33]3)[C:15]3[O:20][N:19]=[C:18]([C:21]4[CH:29]=[CH:28][C:24]([C:25]([NH:41][CH:38]5[CH2:40][CH2:39]5)=[O:27])=[CH:23][CH:22]=4)[C:16]=3[N:17]=2)[CH2:7][CH2:8][CH2:9][CH2:10]1. The catalyst class is: 84. (2) Reactant: [Br:1][C:2]1[CH:6]=[C:5]([C:7]([O:9]CC)=[O:8])[N:4]([C:12]2[C:17]([Cl:18])=[CH:16][C:15]([Cl:19])=[CH:14][N:13]=2)[N:3]=1.CO.[OH-].[Na+]. The catalyst class is: 6. Product: [Br:1][C:2]1[CH:6]=[C:5]([C:7]([OH:9])=[O:8])[N:4]([C:12]2[C:17]([Cl:18])=[CH:16][C:15]([Cl:19])=[CH:14][N:13]=2)[N:3]=1. (3) Reactant: [CH3:1][O:2][C:3]1[CH:8]=[CH:7][C:6]([N+:9]([O-])=O)=[CH:5][C:4]=1[C:12]1[N:17]2[N:18]=[CH:19][C:20]([C:21]([O:23][CH2:24][CH3:25])=[O:22])=[C:16]2[N:15]=[CH:14][CH:13]=1.[H][H]. Product: [NH2:9][C:6]1[CH:7]=[CH:8][C:3]([O:2][CH3:1])=[C:4]([C:12]2[N:17]3[N:18]=[CH:19][C:20]([C:21]([O:23][CH2:24][CH3:25])=[O:22])=[C:16]3[N:15]=[CH:14][CH:13]=2)[CH:5]=1. The catalyst class is: 78. (4) Product: [CH2:1]([O:8][C:9]1[CH:10]=[CH:11][C:12]([CH2:13][N:14]([CH2:15][CH2:16][CH2:17][CH3:18])[C:32](=[O:33])[CH2:31][O:30][C:29]2[CH:28]=[CH:27][C:26]([CH2:25][C@H:24]([O:23][CH2:21][CH3:22])[C:37]([O:39][CH2:40][CH3:41])=[O:38])=[CH:36][CH:35]=2)=[CH:19][CH:20]=1)[C:2]1[CH:3]=[CH:4][CH:5]=[CH:6][CH:7]=1. The catalyst class is: 2. Reactant: [CH2:1]([O:8][C:9]1[CH:20]=[CH:19][C:12]([CH2:13][NH:14][CH2:15][CH2:16][CH2:17][CH3:18])=[CH:11][CH:10]=1)[C:2]1[CH:7]=[CH:6][CH:5]=[CH:4][CH:3]=1.[CH2:21]([O:23][C@H:24]([C:37]([O:39][CH2:40][CH3:41])=[O:38])[CH2:25][C:26]1[CH:36]=[CH:35][C:29]([O:30][CH2:31][C:32](O)=[O:33])=[CH:28][CH:27]=1)[CH3:22].C(N(CC)C(C)C)(C)C.F[B-](F)(F)F.N1(OC(N(C)C)=[N+](C)C)C2C=CC=CC=2N=N1. (5) Reactant: Cl[CH2:2][C:3]1[CH:18]=[CH:17][C:6]([CH2:7][C:8]2[S:9][C:10]3[CH:16]=[CH:15][CH:14]=[CH:13][C:11]=3[N:12]=2)=[CH:5][CH:4]=1.[C:19]([O:23][C:24]([N:26]1[CH2:31][C@@H:30]2[CH2:32][C@H:27]1[CH2:28][NH:29]2)=[O:25])([CH3:22])([CH3:21])[CH3:20].CCN(CC)CC. Product: [C:19]([O:23][C:24]([N:26]1[CH2:31][CH:30]2[CH2:32][CH:27]1[CH2:28][N:29]2[CH2:2][C:3]1[CH:18]=[CH:17][C:6]([CH2:7][C:8]2[S:9][C:10]3[CH:16]=[CH:15][CH:14]=[CH:13][C:11]=3[N:12]=2)=[CH:5][CH:4]=1)=[O:25])([CH3:22])([CH3:20])[CH3:21]. The catalyst class is: 23. (6) The catalyst class is: 252. Reactant: [Cl:1][C:2]1[CH:3]=[C:4]([C:12]2[O:16][N:15]=[C:14]([C:17]3[C:18]([F:33])=[CH:19][CH:20]=[C:21]4[C:25]=3[NH:24][CH:23]=[C:22]4[CH2:26][CH2:27][C:28]([O:30]CC)=[O:29])[N:13]=2)[CH:5]=[CH:6][C:7]=1[O:8][CH:9]([CH3:11])[CH3:10].[OH-].[Na+]. Product: [Cl:1][C:2]1[CH:3]=[C:4]([C:12]2[O:16][N:15]=[C:14]([C:17]3[C:18]([F:33])=[CH:19][CH:20]=[C:21]4[C:25]=3[NH:24][CH:23]=[C:22]4[CH2:26][CH2:27][C:28]([OH:30])=[O:29])[N:13]=2)[CH:5]=[CH:6][C:7]=1[O:8][CH:9]([CH3:11])[CH3:10].